The task is: Predict the reactants needed to synthesize the given product.. This data is from Full USPTO retrosynthesis dataset with 1.9M reactions from patents (1976-2016). Given the product [CH2:1]([O:4][C:5]1([CH3:45])[CH2:10][CH2:9][N:8]([C:11]2[C:12]3[N:13]([N:28]=[C:29]([C:31](=[O:44])[NH:32][CH2:33][CH:34]([OH:43])[CH2:35][C:36]4[CH:41]=[CH:40][CH:39]=[CH:38][C:37]=4[O:42][CH2:55][CH:54]=[CH2:53])[CH:30]=3)[CH:14]=[C:15]([CH3:27])[C:16]=2[C@H:17]([O:22][C:23]([CH3:26])([CH3:25])[CH3:24])[C:18]([O:20][CH3:21])=[O:19])[CH2:7][CH2:6]1)[CH:2]=[CH2:3], predict the reactants needed to synthesize it. The reactants are: [CH2:1]([O:4][C:5]1([CH3:45])[CH2:10][CH2:9][N:8]([C:11]2[C:12]3[N:13]([N:28]=[C:29]([C:31](=[O:44])[NH:32][CH2:33][CH:34]([OH:43])[CH2:35][C:36]4[CH:41]=[CH:40][CH:39]=[CH:38][C:37]=4[OH:42])[CH:30]=3)[CH:14]=[C:15]([CH3:27])[C:16]=2[C@H:17]([O:22][C:23]([CH3:26])([CH3:25])[CH3:24])[C:18]([O:20][CH3:21])=[O:19])[CH2:7][CH2:6]1)[CH:2]=[CH2:3].C([O-])([O-])=O.[K+].[K+].Br[CH2:53][CH:54]=[CH2:55].O.